Binary Classification. Given a miRNA mature sequence and a target amino acid sequence, predict their likelihood of interaction. From a dataset of Experimentally validated miRNA-target interactions with 360,000+ pairs, plus equal number of negative samples. (1) The miRNA is hsa-miR-424-5p with sequence CAGCAGCAAUUCAUGUUUUGAA. The protein sequence of the target gene is MGTPASGRKRTPVKDRFSAEDEALSNIAREAEARLAAKRAARAEARDIRMRELERQQKEYSLHSFDRKWGQIQKWLEDSERARYSHRSSHHRPYLGVEDALSIRSVGSHRYDMFKDRSSRLSSLNHSYSHSHGMKKRSSDSHKDLLSGLYFDQRNYSSLRHSKPTSAYYTRQSSSLYSDPLATYKSDRASPTANSGLLRSASLASLYNGGLYNPYGPRTPSECSYYSSRISSARSSPGFTNDDTASIVSSDRASRGRRESVVSAADYFSRSNRRGSVVSEVDDISIPDLSSLDEKSDKQY.... Result: 1 (interaction). (2) Result: 0 (no interaction). The protein sequence of the target gene is MADLRQLMDNEVLMAFTSYATIILTKMMFMSSATAFQRITNKVFANPEDCAGFGKGENAKKFVRTDEKVERVRRAHLNDLENIVPFLGIGLLYSLSGPDLSTALMHFRIFVGARIYHTIAYLTPLPQPNRGLAFFVGYGVTLSMAYRLLRSRLYL. The miRNA is gga-miR-456-3p with sequence CAGGCUGGUUAGAUGGUUGUCA. (3) The miRNA is mmu-miR-669a-5p with sequence AGUUGUGUGUGCAUGUUCAUGUCU. The protein sequence of the target gene is MKFPASVIASVFLFVAETAAALYLSSTYRSAGDRMWQVLTLLFSLMPCALVQFTLLFVHRDLSRDRPLALLMHLLQLGPLYRCCEVFCIYCQSDQNEEPYVSITKKRQMPKDGLSEEVEKEVGQAEGKLITHRSAFSRASVIQAFLGSAPQLTLQLYITVLEQNITTGRCFIMTLSLLSIVYGALRCNILAIKIKYDEYEVKVKPLAYVCIFLWRSFEIATRVIVLVLFTSVLKIWVVAVILVNFFSFFLYPWIVFWCSGSPFPENIEKALSRVGTTIVLCFLTLLYAGINMFCWSAVQL.... Result: 1 (interaction). (4) The miRNA is hsa-miR-155-3p with sequence CUCCUACAUAUUAGCAUUAACA. The protein sequence of the target gene is MGNEASLEGEGLPEGLAAAAAAGGGASGAGSPSHTAIPAGMEADLSQLSEEERRQIAAVMSRAQGLPKGSVPPAAAESPSMHRKQELDSSHPPKQSGRPPDPGRPAQPGLSKSRTTDTFRSEQKLPGRSPSTISLKESKSRTDLKEEHKSSMMPGFLSEVNALSAVSSVVNKFNPFDLISDSEASQEETTKKQKVVQKEQGKPEGIIKPPLQQQPPKPIPKQQGPGRDPLQQDGTPKSISSQQPEKIKSQPPGTGKPIQGPTQTPQTDHAKLPLQRDASRPQTKQADIVRGESVKPSLPS.... Result: 0 (no interaction).